This data is from Full USPTO retrosynthesis dataset with 1.9M reactions from patents (1976-2016). The task is: Predict the reactants needed to synthesize the given product. (1) Given the product [Si:8]([O:25][CH2:26][C:27]1[CH:28]=[C:29]2[C:34](=[CH:35][CH:36]=1)[CH2:33][NH:32][CH2:31][CH2:30]2)([C:21]([CH3:23])([CH3:22])[CH3:24])([C:15]1[CH:16]=[CH:17][CH:18]=[CH:19][CH:20]=1)[C:9]1[CH:14]=[CH:13][CH:12]=[CH:11][CH:10]=1, predict the reactants needed to synthesize it. The reactants are: FC(F)(F)C(O)=O.[Si:8]([O:25][CH2:26][C:27]1[CH:28]=[C:29]2[C:34](=[CH:35][CH:36]=1)[CH2:33][N:32](C(OC(C)(C)C)=O)[CH2:31][CH2:30]2)([C:21]([CH3:24])([CH3:23])[CH3:22])([C:15]1[CH:20]=[CH:19][CH:18]=[CH:17][CH:16]=1)[C:9]1[CH:14]=[CH:13][CH:12]=[CH:11][CH:10]=1. (2) Given the product [NH2:21][C@H:18]1[CH2:19][CH2:20][C@H:15]([NH:14][C:4]2[CH:5]=[C:6]([CH:12]=[CH:13][C:3]=2[C:1]#[N:2])[C:7]([O:9][CH2:10][CH3:11])=[O:8])[CH2:16][CH2:17]1, predict the reactants needed to synthesize it. The reactants are: [C:1]([C:3]1[CH:13]=[CH:12][C:6]([C:7]([O:9][CH2:10][CH3:11])=[O:8])=[CH:5][C:4]=1[NH:14][C@H:15]1[CH2:20][CH2:19][C@H:18]([NH:21]C(OC(C)(C)C)=O)[CH2:17][CH2:16]1)#[N:2]. (3) Given the product [C:1]([O:5][C:6]([C:7]1[N:8]([C:34]([O:36][CH2:37][C:38]2[CH:43]=[CH:42][CH:41]=[CH:40][CH:39]=2)=[O:35])[C:9]2[C:10]([C:19]=1[NH2:20])=[CH:11][C:12]([C:15]([F:18])([F:17])[F:16])=[CH:13][CH:14]=2)=[O:21])([CH3:4])([CH3:2])[CH3:3], predict the reactants needed to synthesize it. The reactants are: [C:1]([O:5][C:6](=[O:21])[CH2:7][NH:8][C:9]1[CH:14]=[CH:13][C:12]([C:15]([F:18])([F:17])[F:16])=[CH:11][C:10]=1[C:19]#[N:20])([CH3:4])([CH3:3])[CH3:2].CN(C=O)C.CC(C)([O-])C.[K+].Cl[C:34]([O:36][CH2:37][C:38]1[CH:43]=[CH:42][CH:41]=[CH:40][CH:39]=1)=[O:35]. (4) Given the product [Cl:18][C:15]1[N:14]=[CH:13][C:12]([C@@H:7]([N:25]2[CH2:26][CH2:27][C:23]([NH:28][C:29](=[O:35])[O:30][C:31]([CH3:33])([CH3:32])[CH3:34])([CH2:22][F:21])[CH2:24]2)[C:8]([F:9])([F:10])[F:11])=[CH:17][CH:16]=1, predict the reactants needed to synthesize it. The reactants are: FC(F)(F)S(O[C@@H:7]([C:12]1[CH:13]=[N:14][C:15]([Cl:18])=[CH:16][CH:17]=1)[C:8]([F:11])([F:10])[F:9])(=O)=O.[F:21][CH2:22][C:23]1([NH:28][C:29](=[O:35])[O:30][C:31]([CH3:34])([CH3:33])[CH3:32])[CH2:27][CH2:26][NH:25][CH2:24]1. (5) Given the product [CH2:15]([N:12]1[C:5]2[N:6]=[C:7]([S:10][CH3:11])[N:8]=[CH:9][C:4]=2[CH:3]=[C:2]([C:19]2[CH:20]=[CH:21][C:22]([S:24]([N:27]3[CH2:31][CH2:30][CH2:29][CH2:28]3)(=[O:26])=[O:25])=[CH:23][C:18]=2[CH3:17])[C:13]1=[O:14])[CH3:16], predict the reactants needed to synthesize it. The reactants are: Br[C:2]1[C:13](=[O:14])[N:12]([CH2:15][CH3:16])[C:5]2[N:6]=[C:7]([S:10][CH3:11])[N:8]=[CH:9][C:4]=2[CH:3]=1.[CH3:17][C:18]1[CH:23]=[C:22]([S:24]([N:27]2[CH2:31][CH2:30][CH2:29][CH2:28]2)(=[O:26])=[O:25])[CH:21]=[CH:20][C:19]=1B(O)O.P([O-])([O-])([O-])=O.[K+].[K+].[K+]. (6) Given the product [CH3:27][O:26][C@@H:22]([CH2:21][C:18]1[CH:17]=[CH:16][C:15]([O:14][CH2:13][CH2:12][CH2:11][O:10][C:9]2[CH:8]=[CH:7][C:6]([C:28]3[CH:29]=[CH:30][CH:31]=[CH:32][CH:33]=3)=[CH:5][C:4]=2[CH2:1][CH2:2][CH3:3])=[CH:20][CH:19]=1)[C:23]([OH:25])=[O:24], predict the reactants needed to synthesize it. The reactants are: [CH2:1]([C:4]1[CH:5]=[C:6]([C:28]2[CH:33]=[CH:32][CH:31]=[CH:30][CH:29]=2)[CH:7]=[CH:8][C:9]=1[O:10][CH2:11][CH2:12][CH2:13][O:14][C:15]1[CH:20]=[CH:19][C:18]([CH2:21][CH:22]([O:26][CH3:27])[C:23]([OH:25])=[O:24])=[CH:17][CH:16]=1)[CH:2]=[CH2:3].